Dataset: Forward reaction prediction with 1.9M reactions from USPTO patents (1976-2016). Task: Predict the product of the given reaction. (1) Given the reactants [C:1]([O:4][CH2:5][C:6]([CH3:36])([CH3:35])[CH2:7][N:8]1[C:14]2[CH:15]=[CH:16][C:17]([Cl:19])=[CH:18][C:13]=2[C@@H:12]([C:20]2[CH:25]=[CH:24][CH:23]=[C:22]([O:26][CH3:27])[C:21]=2[O:28][CH3:29])[O:11][C@H:10]([CH2:30][C:31](O)=[O:32])[C:9]1=[O:34])(=[O:3])[CH3:2].S(Cl)(Cl)=O.[NH2:41][C:42]1[CH:43]=[C:44]2[C:48](=[CH:49][CH:50]=1)[NH:47][C:46]([C:51]([O:53][CH2:54][CH3:55])=[O:52])=[CH:45]2.C(N(CC)CC)C, predict the reaction product. The product is: [C:1]([O:4][CH2:5][C:6]([CH3:36])([CH3:35])[CH2:7][N:8]1[C:14]2[CH:15]=[CH:16][C:17]([Cl:19])=[CH:18][C:13]=2[C@@H:12]([C:20]2[CH:25]=[CH:24][CH:23]=[C:22]([O:26][CH3:27])[C:21]=2[O:28][CH3:29])[O:11][C@H:10]([CH2:30][C:31]([NH:41][C:42]2[CH:43]=[C:44]3[C:48](=[CH:49][CH:50]=2)[NH:47][C:46]([C:51]([O:53][CH2:54][CH3:55])=[O:52])=[CH:45]3)=[O:32])[C:9]1=[O:34])(=[O:3])[CH3:2]. (2) Given the reactants Cl.Cl.N(C1C=CC=C2C=1C=CC=N2)N.CN(/C=C(/C(=O)C1CC1)\C(OC)=O)C.C(O)(=O)CC(CC(O)=O)(C(O)=O)O.C[O:43][C:44]([C:46]1[CH:47]=[N:48][N:49]([C:54]2[CH:63]=[CH:62][CH:61]=[C:60]3[C:55]=2[CH:56]=[CH:57][CH:58]=[N:59]3)[C:50]=1[CH:51]1[CH2:53][CH2:52]1)=[O:45].[OH-].[Na+].Cl, predict the reaction product. The product is: [CH:51]1([C:50]2[N:49]([C:54]3[CH:63]=[CH:62][CH:61]=[C:60]4[C:55]=3[CH:56]=[CH:57][CH:58]=[N:59]4)[N:48]=[CH:47][C:46]=2[C:44]([OH:45])=[O:43])[CH2:52][CH2:53]1.